Dataset: Catalyst prediction with 721,799 reactions and 888 catalyst types from USPTO. Task: Predict which catalyst facilitates the given reaction. (1) Reactant: I[C:2]1[C:3](C)=NO[C:6]=1C.[C:9]([Si:11]([CH3:14])([CH3:13])[CH3:12])#[CH:10].[CH3:15][C:16](OC)([CH3:18])[CH3:17]. Product: [CH3:12][Si:11]([CH3:14])([CH3:13])[C:9]#[C:10][C:15]1[CH:3]=[CH:2][CH:6]=[CH:17][C:16]=1[CH3:18]. The catalyst class is: 205. (2) Reactant: [OH:1][N:2]1C2C=CC=CC=2N=N1.Cl.C(N=C=NCCCN(C)C)C.[CH2:23]([O:27][C:28]1[CH:47]=[CH:46][C:31]([C:32]([NH:34][CH2:35][C@H:36]([N:40]2[CH2:45][CH2:44][CH2:43][CH2:42][CH2:41]2)[C:37](O)=[O:38])=[O:33])=[CH:30][CH:29]=1)[C:24]#[C:25][CH3:26].[Si](ON)(C(C)(C)C)(C)C.C(O)(=O)CC(CC(O)=O)(C(O)=O)O. Product: [CH2:23]([O:27][C:28]1[CH:47]=[CH:46][C:31]([C:32]([NH:34][CH2:35][C@@H:36]([C:37](=[O:38])[NH:2][OH:1])[N:40]2[CH2:45][CH2:44][CH2:43][CH2:42][CH2:41]2)=[O:33])=[CH:30][CH:29]=1)[C:24]#[C:25][CH3:26]. The catalyst class is: 9. (3) Reactant: Cl[CH2:2][CH2:3][CH2:4][S:5]([N:8]1[CH2:13][CH2:12][CH:11]([NH:14][C:15]2[N:20]=[C:19]([C:21]3[N:22]([CH:27]([CH3:29])[CH3:28])[C:23]([CH3:26])=[N:24][CH:25]=3)[CH:18]=[CH:17][N:16]=2)[CH2:10][CH2:9]1)(=[O:7])=[O:6].C([O-])(=[O:32])C.[Na+].[I-].[Na+]. Product: [CH3:26][C:23]1[N:22]([CH:27]([CH3:29])[CH3:28])[C:21]([C:19]2[CH:18]=[CH:17][N:16]=[C:15]([NH:14][CH:11]3[CH2:12][CH2:13][N:8]([S:5]([CH2:4][CH2:3][CH2:2][OH:32])(=[O:7])=[O:6])[CH2:9][CH2:10]3)[N:20]=2)=[CH:25][N:24]=1. The catalyst class is: 14.